Task: Predict the reactants needed to synthesize the given product.. Dataset: Full USPTO retrosynthesis dataset with 1.9M reactions from patents (1976-2016) (1) Given the product [C:14]([N:3]1[CH2:4][CH2:5][C:6](=[O:8])[CH2:7][CH:2]1[CH3:1])([O:16][C:17]([CH3:20])([CH3:19])[CH3:18])=[O:15], predict the reactants needed to synthesize it. The reactants are: [CH3:1][CH:2]1[CH2:7][C:6](=[O:8])[CH2:5][CH2:4][NH:3]1.C([O-])(O)=O.[Na+].[C:14](O[C:14]([O:16][C:17]([CH3:20])([CH3:19])[CH3:18])=[O:15])([O:16][C:17]([CH3:20])([CH3:19])[CH3:18])=[O:15]. (2) Given the product [F:27][C:24]1[CH:25]=[CH:26][C:21]([CH:13]([C:14]2[CH:19]=[CH:18][C:17]([F:20])=[CH:16][CH:15]=2)[O:12][C:5]2[CH:4]=[CH:3][C:2]([NH:1][C:37]([NH:36][C:33]3[CH:34]=[CH:35][C:30]([S:29][CH3:28])=[CH:31][CH:32]=3)=[O:38])=[CH:11][C:6]=2[C:7]([O:9][CH3:10])=[O:8])=[CH:22][CH:23]=1, predict the reactants needed to synthesize it. The reactants are: [NH2:1][C:2]1[CH:3]=[CH:4][C:5]([O:12][CH:13]([C:21]2[CH:26]=[CH:25][C:24]([F:27])=[CH:23][CH:22]=2)[C:14]2[CH:19]=[CH:18][C:17]([F:20])=[CH:16][CH:15]=2)=[C:6]([CH:11]=1)[C:7]([O:9][CH3:10])=[O:8].[CH3:28][S:29][C:30]1[CH:35]=[CH:34][C:33]([N:36]=[C:37]=[O:38])=[CH:32][CH:31]=1.O. (3) Given the product [CH2:28]([C:16]1[CH:15]=[C:14]([C:20]([F:22])([F:21])[F:23])[C:13]2[N:12]([CH3:24])[C@H:11]3[CH2:25][CH2:26][NH:8][CH2:9][C@H:10]3[C:18]=2[CH:17]=1)[C:29]1[CH:34]=[CH:33][CH:32]=[CH:31][CH:30]=1, predict the reactants needed to synthesize it. The reactants are: C(OC([N:8]1[CH2:26][CH2:25][C@@H:11]2[N:12]([CH3:24])[C:13]3[C:14]([C:20]([F:23])([F:22])[F:21])=[CH:15][C:16](Br)=[CH:17][C:18]=3[C@@H:10]2[CH2:9]1)=O)(C)(C)C.[Br-].[CH2:28]([Zn+])[C:29]1[CH:34]=[CH:33][CH:32]=[CH:31][CH:30]=1. (4) Given the product [F:1][C:2]1[CH:7]=[CH:6][C:5]([C:8]2[C:9]3[C:10](=[N:27][N:28]([CH2:30][OH:31])[CH:29]=3)[N:11]=[C:12]([C:20]3[CH:25]=[CH:24][C:23]([F:26])=[CH:22][CH:21]=3)[C:13]=2[C:14]2[CH:15]=[CH:16][N:17]=[CH:18][CH:19]=2)=[CH:4][CH:3]=1, predict the reactants needed to synthesize it. The reactants are: [F:1][C:2]1[CH:7]=[CH:6][C:5]([C:8]2[C:13]([C:14]3[CH:19]=[CH:18][N:17]=[CH:16][CH:15]=3)=[C:12]([C:20]3[CH:25]=[CH:24][C:23]([F:26])=[CH:22][CH:21]=3)[N:11]=[C:10]3[NH:27][N:28]=[CH:29][C:9]=23)=[CH:4][CH:3]=1.[CH2:30]=[O:31]. (5) Given the product [N:27]1([C:24]2[N:23]=[CH:22][C:21]([NH:20][C:16]([C:9]3[CH:8]=[C:7]([C:1]4[CH:2]=[CH:3][CH:4]=[CH:5][CH:6]=4)[O:11][C:10]=3[C:12]([F:13])([F:14])[F:15])=[O:18])=[CH:26][CH:25]=2)[CH2:32][CH2:31][O:30][CH2:29][CH2:28]1, predict the reactants needed to synthesize it. The reactants are: [C:1]1([C:7]2[O:11][C:10]([C:12]([F:15])([F:14])[F:13])=[C:9]([C:16]([OH:18])=O)[CH:8]=2)[CH:6]=[CH:5][CH:4]=[CH:3][CH:2]=1.C[NH:20][C:21]1[CH:22]=[N:23][C:24]([N:27]2[CH2:32][CH2:31][O:30][CH2:29][CH2:28]2)=[CH:25][CH:26]=1. (6) Given the product [C:1]([C:3]1[CH:8]=[CH:7][C:6]([NH:9][CH:10]([C:16]2[CH:21]=[C:20]([C:22]3[NH:23][C:24]([CH3:27])=[N:25][CH:26]=3)[CH:19]=[C:18]([O:29][CH2:30][CH3:31])[CH:17]=2)[C:11]([O:13][CH2:14][CH3:15])=[O:12])=[CH:5][CH:4]=1)#[N:2], predict the reactants needed to synthesize it. The reactants are: [C:1]([C:3]1[CH:8]=[CH:7][C:6]([NH:9][CH:10]([C:16]2[CH:21]=[C:20]([C:22]3[N:23](O)[C:24]([CH3:27])=[N:25][CH:26]=3)[CH:19]=[C:18]([O:29][CH2:30][CH3:31])[CH:17]=2)[C:11]([O:13][CH2:14][CH3:15])=[O:12])=[CH:5][CH:4]=1)#[N:2].C([O-])(O)=O.[Na+]. (7) Given the product [N:40]([CH:19]([CH3:20])[CH2:18][N:16]1[C:17]2[C:13](=[CH:12][CH:11]=[C:10]3[O:22][CH2:23][CH:7]([O:6][CH:4]([O:3][CH2:1][CH3:2])[CH3:5])[CH2:8][C:9]3=2)[CH:14]=[N:15]1)=[N+:41]=[N-:42], predict the reactants needed to synthesize it. The reactants are: [CH2:1]([O:3][CH:4]([O:6][CH:7]1[CH2:23][O:22][C:10]2=[CH:11][CH:12]=[C:13]3[C:17]([N:16]([CH2:18][CH:19](O)[CH3:20])[N:15]=[CH:14]3)=[C:9]2[CH2:8]1)[CH3:5])[CH3:2].C(N(CC)CC)C.CS(OS(C)(=O)=O)(=O)=O.[N-:40]=[N+:41]=[N-:42].[Na+]. (8) Given the product [CH3:7][O:8][C:9]1[N:14]=[C:13](/[CH:15]=[CH:16]/[C:17]#[N:19])[CH:12]=[CH:11][C:10]=1[N:20]1[CH:24]=[C:23]([CH3:25])[N:22]=[CH:21]1, predict the reactants needed to synthesize it. The reactants are: P(Cl)(Cl)(OC)=O.[CH3:7][O:8][C:9]1[N:14]=[C:13](/[CH:15]=[CH:16]/[C:17]([NH2:19])=O)[CH:12]=[CH:11][C:10]=1[N:20]1[CH:24]=[C:23]([CH3:25])[N:22]=[CH:21]1.C1CCN2C(=NCCC2)CC1.C(=O)(O)[O-].[Na+]. (9) Given the product [CH:6]([C:5]1[C:30]2[C:31](=[CH:32][CH:33]=[CH:34][CH:35]=2)[NH:27][C:4]=1[C:3]([NH2:21])=[O:17])=[CH2:8], predict the reactants needed to synthesize it. The reactants are: NC1[C:3]([O:17]C)=[C:4](NS(C)(=O)=O)[CH:5]=[C:6]([C:8](C)(C)C)C=1.C([N:21](CC)CC)C.O[N:27]1[C:31]2[CH:32]=[CH:33][CH:34]=[CH:35][C:30]=2N=N1.